Dataset: Catalyst prediction with 721,799 reactions and 888 catalyst types from USPTO. Task: Predict which catalyst facilitates the given reaction. (1) Reactant: [N:1]1[C:10]2[CH2:9][CH2:8][NH:7][CH2:6][C:5]=2[CH:4]=[CH:3][CH:2]=1.Cl[CH:12]1[CH2:17][N:16]([CH:18]2[CH2:21][CH2:20][CH2:19]2)[CH2:15][CH2:14][NH:13]1.[C:22](N)(=[O:24])[CH3:23].C([O-])([O-])=O.[K+].[K+].[Na+].[I-]. The catalyst class is: 47. Product: [CH:18]1([N:16]2[CH2:15][CH2:14][N:13]([C:22](=[O:24])[CH2:23][N:7]3[CH2:8][CH2:9][C:10]4[N:1]=[CH:2][CH:3]=[CH:4][C:5]=4[CH2:6]3)[CH2:12][CH2:17]2)[CH2:21][CH2:20][CH2:19]1. (2) The catalyst class is: 252. Reactant: [CH2:1]([O:5][CH2:6][CH2:7][CH2:8][CH3:9])[CH:2]1[O:4][CH2:3]1.[SH-:10].[Na+].[NH4+].[Cl-]. Product: [S:10]([CH2:3][CH:2]([OH:4])[CH2:1][O:5][CH2:6][CH2:7][CH2:8][CH3:9])[CH2:3][CH:2]([OH:4])[CH2:1][O:5][CH2:6][CH2:7][CH2:8][CH3:9]. (3) Reactant: Cl.[NH2:2][C:3]1[C:12]2[N:13]=[C:14]([CH2:16][CH2:17][CH3:18])[S:15][C:11]=2[C:10]2[CH:9]=[CH:8][C:7]([O:19][CH2:20][CH2:21][CH2:22][CH2:23][CH2:24][CH2:25][NH:26]C(=O)OC(C)(C)C)=[CH:6][C:5]=2[N:4]=1. Product: [NH2:26][CH2:25][CH2:24][CH2:23][CH2:22][CH2:21][CH2:20][O:19][C:7]1[CH:8]=[CH:9][C:10]2[C:11]3[S:15][C:14]([CH2:16][CH2:17][CH3:18])=[N:13][C:12]=3[C:3]([NH2:2])=[N:4][C:5]=2[CH:6]=1. The catalyst class is: 8. (4) Reactant: [Br:1][C:2]1[CH:7]=[CH:6][C:5]([C@@H:8]([NH:10][CH2:11][CH2:12][C@@:13]([NH:24][S@@](C(C)(C)C)=O)([C:17]2[CH:22]=[CH:21][C:20]([F:23])=[CH:19][CH:18]=2)[CH2:14][CH:15]=[CH2:16])[CH3:9])=[CH:4][CH:3]=1.O1CCOCC1.C([O-])([O-])=O.[Na+].[Na+]. Product: [Br:1][C:2]1[CH:7]=[CH:6][C:5]([C@@H:8]([NH:10][CH2:11][CH2:12][C@:13]([C:17]2[CH:18]=[CH:19][C:20]([F:23])=[CH:21][CH:22]=2)([NH2:24])[CH2:14][CH:15]=[CH2:16])[CH3:9])=[CH:4][CH:3]=1. The catalyst class is: 33. (5) Reactant: C([O:4][CH2:5][C:6]([CH3:53])([CH3:52])[CH2:7][N:8]1[C:14]2[CH:15]=[CH:16][C:17]([Cl:19])=[CH:18][C:13]=2[C@@H:12]([C:20]2[CH:25]=[CH:24][CH:23]=[C:22]([O:26][CH3:27])[C:21]=2[O:28][CH3:29])[O:11][C@H:10]([CH2:30][C:31]([NH:33][C:34]2[CH:35]=[C:36]([C:42]([CH3:50])([CH3:49])[CH2:43][CH2:44][C:45]([O:47]C)=[O:46])[CH:37]=[CH:38][C:39]=2[O:40][CH3:41])=[O:32])[C:9]1=[O:51])(=O)C.[OH-].[Na+].C(O)C. Product: [Cl:19][C:17]1[CH:16]=[CH:15][C:14]2[N:8]([CH2:7][C:6]([CH3:52])([CH3:53])[CH2:5][OH:4])[C:9](=[O:51])[C@@H:10]([CH2:30][C:31]([NH:33][C:34]3[CH:35]=[C:36]([C:42]([CH3:49])([CH3:50])[CH2:43][CH2:44][C:45]([OH:47])=[O:46])[CH:37]=[CH:38][C:39]=3[O:40][CH3:41])=[O:32])[O:11][C@H:12]([C:20]3[CH:25]=[CH:24][CH:23]=[C:22]([O:26][CH3:27])[C:21]=3[O:28][CH3:29])[C:13]=2[CH:18]=1. The catalyst class is: 6. (6) Reactant: [Br:1][C:2]1[C:3]([N:12]2[CH2:17][CH2:16][N:15]([CH:18]([C:20]3[CH:25]=[CH:24][CH:23]=[CH:22][CH:21]=3)[CH3:19])[CH2:14][CH2:13]2)=[C:4]([N+:9]([O-])=O)[C:5]([NH2:8])=[N:6][CH:7]=1.CCO.[OH:29][CH:30]1[CH2:35][CH2:34][N:33]([C:36]2[CH:43]=[CH:42][C:39]([CH:40]=O)=[CH:38][CH:37]=2)[CH2:32][CH2:31]1.[O-]S(S([O-])=O)=O.[Na+].[Na+]. Product: [Br:1][C:2]1[C:3]([N:12]2[CH2:17][CH2:16][N:15]([CH:18]([C:20]3[CH:25]=[CH:24][CH:23]=[CH:22][CH:21]=3)[CH3:19])[CH2:14][CH2:13]2)=[C:4]2[N:9]=[C:40]([C:39]3[CH:38]=[CH:37][C:36]([N:33]4[CH2:34][CH2:35][CH:30]([OH:29])[CH2:31][CH2:32]4)=[CH:43][CH:42]=3)[NH:8][C:5]2=[N:6][CH:7]=1. The catalyst class is: 27. (7) Reactant: [Br:1][C:2]1[C:7]([O:8]C)=[C:6]([Cl:10])[CH:5]=[CH:4][N:3]=1.B(Br)(Br)Br. Product: [Br:1][C:2]1[C:7]([OH:8])=[C:6]([Cl:10])[CH:5]=[CH:4][N:3]=1. The catalyst class is: 2. (8) Reactant: [NH2:1][C:2]1[CH:10]=[C:9]([Cl:11])[CH:8]=[CH:7][C:3]=1[C:4](O)=[O:5].[H-].[Al+3].[Li+].[H-].[H-].[H-]. Product: [NH2:1][C:2]1[CH:10]=[C:9]([Cl:11])[CH:8]=[CH:7][C:3]=1[CH2:4][OH:5]. The catalyst class is: 1. (9) Reactant: O.[C:2]1([S:8]([OH:11])(=[O:10])=[O:9])[CH:7]=[CH:6][CH:5]=[CH:4][CH:3]=1. Product: [C:2]1([S:8]([OH:11])(=[O:10])=[O:9])[CH:7]=[CH:6][CH:5]=[CH:4][CH:3]=1. The catalyst class is: 11.